Dataset: Aqueous solubility values for 9,982 compounds from the AqSolDB database. Task: Regression/Classification. Given a drug SMILES string, predict its absorption, distribution, metabolism, or excretion properties. Task type varies by dataset: regression for continuous measurements (e.g., permeability, clearance, half-life) or binary classification for categorical outcomes (e.g., BBB penetration, CYP inhibition). For this dataset (solubility_aqsoldb), we predict Y. The drug is Clc1cccc(C(Cl)(Cl)Cl)n1. The Y is -3.51 log mol/L.